The task is: Predict which catalyst facilitates the given reaction.. This data is from Catalyst prediction with 721,799 reactions and 888 catalyst types from USPTO. (1) Product: [N:51]1([C:36]2[C:37]3[N:42]=[N:41][N:40]([CH2:43][C:44]([O:46][C:47]([CH3:50])([CH3:49])[CH3:48])=[O:45])[C:38]=3[N:39]=[C:34]([C:14]3[CH:13]=[CH:12][C:11]([NH:8][C:9](=[O:10])[NH:1][C:2]4[CH:7]=[CH:6][N:5]=[CH:4][CH:3]=4)=[CH:16][CH:15]=3)[N:35]=2)[CH2:56][CH2:55][O:54][CH2:53][CH2:52]1. Reactant: [NH2:1][C:2]1[CH:7]=[CH:6][N:5]=[CH:4][CH:3]=1.[N:8]([C:11]1[CH:16]=[CH:15][C:14](B2OC(C)(C)C(C)(C)O2)=[CH:13][CH:12]=1)=[C:9]=[O:10].C(N(CC)CC)C.Cl[C:34]1[N:35]=[C:36]([N:51]2[CH2:56][CH2:55][O:54][CH2:53][CH2:52]2)[C:37]2[N:42]=[N:41][N:40]([CH2:43][C:44]([O:46][C:47]([CH3:50])([CH3:49])[CH3:48])=[O:45])[C:38]=2[N:39]=1.C([O-])([O-])=O.[Na+].[Na+]. The catalyst class is: 104. (2) Reactant: [OH:1][C:2]1[CH:3]=[CH:4][C:5]2[O:9][C:8]([C:10]([OH:12])=[O:11])=[CH:7][C:6]=2[CH:13]=1.C(=O)([O-])[O-].[Cs+].[Cs+].Cl[C:21]1[C:30]2[C:25](=[CH:26][C:27]([O:33][CH3:34])=[C:28]([O:31][CH3:32])[CH:29]=2)[N:24]=[CH:23][CH:22]=1.Cl. Product: [CH3:32][O:31][C:28]1[CH:29]=[C:30]2[C:25](=[CH:26][C:27]=1[O:33][CH3:34])[N:24]=[CH:23][CH:22]=[C:21]2[O:1][C:2]1[CH:3]=[CH:4][C:5]2[O:9][C:8]([C:10]([OH:12])=[O:11])=[CH:7][C:6]=2[CH:13]=1. The catalyst class is: 58. (3) Reactant: [CH3:1][NH:2][CH3:3].O1CCCC1.Cl[CH2:10][C:11]([N:13]([C:15]1[C:16](=[O:31])[C:17]2[C:22]([C:23](=[O:30])[C:24]=1[NH:25][CH2:26][CH2:27][O:28][CH3:29])=[CH:21][CH:20]=[CH:19][CH:18]=2)[CH3:14])=[O:12].O. Product: [CH3:29][O:28][CH2:27][CH2:26][NH:25][C:24]1[C:23](=[O:30])[C:22]2[C:17](=[CH:18][CH:19]=[CH:20][CH:21]=2)[C:16](=[O:31])[C:15]=1[N:13]([CH3:14])[C:11](=[O:12])[CH2:10][N:2]([CH3:3])[CH3:1]. The catalyst class is: 7. (4) Reactant: [CH3:1][N:2]1[C:7]2[CH:8]=[CH:9][C:10]([S:12](Cl)(=[O:14])=[O:13])=[CH:11][C:6]=2[O:5][CH2:4][CH2:3]1.[F:16][C:17]1[CH:18]=[CH:19][CH:20]=[C:21]2[C:26]=1[NH:25][C:24](=[O:27])[C:23]([CH2:28][NH:29][CH:30]([CH3:32])[CH3:31])=[CH:22]2.C(N(CC)C(C)C)(C)C. Product: [F:16][C:17]1[CH:18]=[CH:19][CH:20]=[C:21]2[C:26]=1[NH:25][C:24](=[O:27])[C:23]([CH2:28][N:29]([CH:30]([CH3:32])[CH3:31])[S:12]([C:10]1[CH:9]=[CH:8][C:7]3[N:2]([CH3:1])[CH2:3][CH2:4][O:5][C:6]=3[CH:11]=1)(=[O:14])=[O:13])=[CH:22]2. The catalyst class is: 4. (5) Reactant: S(Cl)([Cl:3])=O.O[CH2:6][CH2:7][N:8]1[C:17](=[O:18])[C:16]2[C:11](=[CH:12][CH:13]=[CH:14][CH:15]=2)[N:10]=[CH:9]1. Product: [Cl:3][CH2:6][CH2:7][N:8]1[C:17](=[O:18])[C:16]2[C:11](=[CH:12][CH:13]=[CH:14][CH:15]=2)[N:10]=[CH:9]1. The catalyst class is: 6. (6) Reactant: C([O:5][C:6]([C@H:8]1[CH2:12][CH2:11][CH2:10][N:9]1[C:13](=[O:32])[CH2:14]/[CH:15]=[CH:16]/[CH2:17][C:18]([N:20]1[CH2:24][CH2:23][CH2:22][C@@H:21]1[C:25]([O:27]C(C)(C)C)=[O:26])=[O:19])=[O:7])(C)(C)C.FC(F)(F)C(O)=O. Product: [C:25]([C@H:21]1[CH2:22][CH2:23][CH2:24][N:20]1[C:18](=[O:19])[CH2:17]/[CH:16]=[CH:15]/[CH2:14][C:13]([N:9]1[CH2:10][CH2:11][CH2:12][C@@H:8]1[C:6]([OH:7])=[O:5])=[O:32])([OH:27])=[O:26]. The catalyst class is: 4. (7) Reactant: C(N(CC)CC)C.[CH3:8][C:9]([CH3:14])([CH2:12][OH:13])[CH2:10][OH:11].[Si:15](Cl)([C:18]([CH3:21])([CH3:20])[CH3:19])([CH3:17])[CH3:16]. Product: [C:18]([Si:15]([CH3:17])([CH3:16])[O:11][CH2:10][C:9]([CH3:14])([CH3:8])[CH2:12][OH:13])([CH3:21])([CH3:20])[CH3:19]. The catalyst class is: 367. (8) Reactant: [N+:1]([C:4]1[CH:5]=[C:6]([C:10]2[CH:14]=[CH:13][NH:12][N:11]=2)[CH:7]=[CH:8][CH:9]=1)([O-:3])=[O:2].[I:15]N1C(=O)CCC1=O.C(OC(C)C)(C)C. Product: [I:15][C:14]1[C:10]([C:6]2[CH:7]=[CH:8][CH:9]=[C:4]([N+:1]([O-:3])=[O:2])[CH:5]=2)=[N:11][NH:12][CH:13]=1. The catalyst class is: 9. (9) Reactant: [Cl:1][C:2]1[C:3]([CH3:27])=[CH:4][C:5](C(O)CC(C)C)=[C:6]([CH:8]2[CH2:13][CH2:12][N:11]([C:14]([O:16][C:17]([CH3:20])([CH3:19])[CH3:18])=[O:15])[CH2:10][CH2:9]2)[CH:7]=1.[OH:28]S(O)(=O)=O.CC(OC(OC(O[C:44]([CH3:47])([CH3:46])C)=O)=O)(C)C.[CH2:48]([N:50](CC)CC)[CH3:49]. Product: [C:48]([NH:50][CH:47]([C:5]1[CH:4]=[C:3]([CH3:27])[C:2]([Cl:1])=[CH:7][C:6]=1[CH:8]1[CH2:9][CH2:10][N:11]([C:14]([O:16][C:17]([CH3:20])([CH3:18])[CH3:19])=[O:15])[CH2:12][CH2:13]1)[CH2:44][CH3:46])(=[O:28])[CH3:49]. The catalyst class is: 245. (10) Reactant: [C:1]1([N:7]=[C:8]=[O:9])[CH:6]=[CH:5][CH:4]=[CH:3][CH:2]=1.[NH2:10][C:11]1[C:12]([F:42])=[CH:13][C:14]([F:41])=[C:15]([C:17]2[C:18](=[O:40])[N:19]([CH2:38][CH3:39])[C:20]3[C:25]([CH:26]=2)=[CH:24][N:23]=[C:22]([N:27]([CH2:29][C:30]2[CH:35]=[CH:34][C:33]([O:36][CH3:37])=[CH:32][CH:31]=2)[CH3:28])[CH:21]=3)[CH:16]=1.N1C=CC=CC=1.C([O-])(O)=O.[Na+]. Product: [CH3:37][O:36][C:33]1[CH:34]=[CH:35][C:30]([CH2:29][N:27]([CH3:28])[C:22]2[CH:21]=[C:20]3[C:25]([CH:26]=[C:17]([C:15]4[C:14]([F:41])=[CH:13][C:12]([F:42])=[C:11]([NH:10][C:8]([NH:7][C:1]5[CH:6]=[CH:5][CH:4]=[CH:3][CH:2]=5)=[O:9])[CH:16]=4)[C:18](=[O:40])[N:19]3[CH2:38][CH3:39])=[CH:24][N:23]=2)=[CH:31][CH:32]=1. The catalyst class is: 387.